This data is from Full USPTO retrosynthesis dataset with 1.9M reactions from patents (1976-2016). The task is: Predict the reactants needed to synthesize the given product. (1) Given the product [CH3:1][O:2][C:3]1[CH:4]=[C:5]([CH:31]=[CH:32][C:33]=1[O:34][CH3:35])[CH2:6][CH:7]1[C:16]2[C:11](=[C:12]([O:18][CH3:19])[CH:13]=[CH:14][C:15]=2[O:17][CH2:39][CH:36]2[CH2:38][CH2:37]2)[CH2:10][CH2:9][N:8]1[CH2:20][C:21]([NH:23][CH2:24][C:25]1[CH:30]=[CH:29][CH:28]=[CH:27][N:26]=1)=[O:22], predict the reactants needed to synthesize it. The reactants are: [CH3:1][O:2][C:3]1[CH:4]=[C:5]([CH:31]=[CH:32][C:33]=1[O:34][CH3:35])[CH2:6][CH:7]1[C:16]2[C:11](=[C:12]([O:18][CH3:19])[CH:13]=[CH:14][C:15]=2[OH:17])[CH2:10][CH2:9][N:8]1[CH2:20][C:21]([NH:23][CH2:24][C:25]1[CH:30]=[CH:29][CH:28]=[CH:27][N:26]=1)=[O:22].[CH:36]1([CH2:39]Br)[CH2:38][CH2:37]1. (2) Given the product [Br:34][CH:17]([C:18]1[CH:23]=[CH:22][N:21]=[C:20]([S:24][CH3:25])[N:19]=1)[C:16]([C:4]1[C:5]([F:15])=[C:6]([NH:8][C:9](=[O:14])[C:10]([CH3:13])([CH3:12])[CH3:11])[CH:7]=[C:2]([Cl:1])[CH:3]=1)=[O:26], predict the reactants needed to synthesize it. The reactants are: [Cl:1][C:2]1[CH:3]=[C:4]([C:16](=[O:26])[CH2:17][C:18]2[CH:23]=[CH:22][N:21]=[C:20]([S:24][CH3:25])[N:19]=2)[C:5]([F:15])=[C:6]([NH:8][C:9](=[O:14])[C:10]([CH3:13])([CH3:12])[CH3:11])[CH:7]=1.C1C(=O)N([Br:34])C(=O)C1. (3) Given the product [CH:36]1([C:6]2[CH:5]=[C:4]([CH:9]=[C:8]([CH2:10][C:11]([N:13]3[CH2:14][CH2:15][O:16][CH2:17][CH2:18]3)=[O:12])[C:7]=2[C:19]2[CH:20]=[C:21]3[C:26](=[CH:27][CH:28]=2)[N:25]=[C:24]([C:29]2[S:33][C:32]([CH3:34])=[N:31][C:30]=2[CH3:35])[CH:23]=[CH:22]3)[C:3]([OH:42])=[O:2])[CH2:41][CH2:40][CH2:39][CH2:38][CH2:37]1, predict the reactants needed to synthesize it. The reactants are: C[O:2][C:3](=[O:42])[C:4]1[CH:9]=[C:8]([CH2:10][C:11]([N:13]2[CH2:18][CH2:17][O:16][CH2:15][CH2:14]2)=[O:12])[C:7]([C:19]2[CH:20]=[C:21]3[C:26](=[CH:27][CH:28]=2)[N:25]=[C:24]([C:29]2[S:33][C:32]([CH3:34])=[N:31][C:30]=2[CH3:35])[CH:23]=[CH:22]3)=[C:6]([CH:36]2[CH2:41][CH2:40][CH2:39][CH2:38][CH2:37]2)[CH:5]=1.[OH-].[Na+].Cl. (4) Given the product [CH3:4][C:5]1[N:10]=[CH:9][C:8]([N:11]2[C:15]([C:16]3[CH:21]=[CH:20][CH:19]=[CH:18][N:17]=3)=[CH:14][C:13]([C:22]([O-:24])=[O:23])=[N:12]2)=[CH:7][CH:6]=1.[Li+:3], predict the reactants needed to synthesize it. The reactants are: O.[OH-].[Li+:3].[CH3:4][C:5]1[N:10]=[CH:9][C:8]([N:11]2[C:15]([C:16]3[CH:21]=[CH:20][CH:19]=[CH:18][N:17]=3)=[CH:14][C:13]([C:22]([O:24]CC)=[O:23])=[N:12]2)=[CH:7][CH:6]=1.C(O)C.Cl. (5) The reactants are: [CH3:1][O:2][C:3](=[O:21])[C:4]1[CH:9]=[CH:8][CH:7]=[C:6]([CH2:10][NH:11][CH2:12][C:13]2[CH:18]=[CH:17][C:16]([Cl:19])=[CH:15][C:14]=2[Cl:20])[CH:5]=1.[C:22](O[C:22]([O:23][C:24]([CH3:27])([CH3:26])[CH3:25])=[O:28])(=[O:28])[O:23][C:24]([CH3:27])([CH3:26])[CH3:25]. Given the product [CH3:1][O:2][C:3](=[O:21])[C:4]1[CH:9]=[CH:8][CH:7]=[C:6]([CH2:10][N:11]([C:22]([O:23][C:24]([CH3:27])([CH3:26])[CH3:25])=[O:28])[CH2:12][C:13]2[CH:18]=[CH:17][C:16]([Cl:19])=[CH:15][C:14]=2[Cl:20])[CH:5]=1, predict the reactants needed to synthesize it. (6) Given the product [Cl:23][C:20]1[CH:19]=[CH:18][C:17]([C:12]2([C:10](=[O:11])[CH2:9][S:1][C:2]3[N:3]([CH3:7])[CH:4]=[CH:5][N:6]=3)[CH2:16][CH2:15][CH2:14][CH2:13]2)=[CH:22][CH:21]=1, predict the reactants needed to synthesize it. The reactants are: [SH:1][C:2]1[N:3]([CH3:7])[CH:4]=[CH:5][N:6]=1.Br[CH2:9][C:10]([C:12]1([C:17]2[CH:22]=[CH:21][C:20]([Cl:23])=[CH:19][CH:18]=2)[CH2:16][CH2:15][CH2:14][CH2:13]1)=[O:11].CCN(CC)CC. (7) Given the product [F:1][C:2]1[CH:3]=[CH:4][C:5]([CH2:6][C:7]2[C:16]([O:17][CH:28]([CH3:30])[CH3:29])=[CH:15][CH:14]=[C:13]3[C:8]=2[C:9](=[O:24])[N:10]([CH2:20][CH2:21][CH2:22][OH:23])[C:11](=[O:19])[N:12]3[CH3:18])=[CH:25][CH:26]=1, predict the reactants needed to synthesize it. The reactants are: [F:1][C:2]1[CH:26]=[CH:25][C:5]([CH2:6][C:7]2[C:16]([OH:17])=[CH:15][CH:14]=[C:13]3[C:8]=2[C:9](=[O:24])[N:10]([CH2:20][CH2:21][CH2:22][OH:23])[C:11](=[O:19])[N:12]3[CH3:18])=[CH:4][CH:3]=1.Br[CH:28]([CH3:30])[CH3:29].C([O-])([O-])=O.[K+].[K+]. (8) Given the product [CH:1]1[C:11]2[CH:10]([O:12][CH2:20][CH2:19][OH:23])[C:9]3[CH:13]=[CH:14][CH:15]=[CH:16][C:8]=3[CH2:7][O:6][C:5]=2[CH:4]=[CH:3][CH:2]=1, predict the reactants needed to synthesize it. The reactants are: [CH:1]1[C:11]2[CH:10]([OH:12])[C:9]3[CH:13]=[CH:14][CH:15]=[CH:16][C:8]=3[CH2:7][O:6][C:5]=2[CH:4]=[CH:3][CH:2]=1.[H-].[Na+].[C:19]([O:23]C(=O)CBr)(C)(C)[CH3:20].[H-].[Al+3].[Li+].[H-].[H-].[H-].